Dataset: Peptide-MHC class I binding affinity with 185,985 pairs from IEDB/IMGT. Task: Regression. Given a peptide amino acid sequence and an MHC pseudo amino acid sequence, predict their binding affinity value. This is MHC class I binding data. (1) The peptide sequence is SMTYLYNKY. The MHC is HLA-A02:06 with pseudo-sequence HLA-A02:06. The binding affinity (normalized) is 0. (2) The peptide sequence is ITKEKKEEL. The MHC is HLA-A69:01 with pseudo-sequence HLA-A69:01. The binding affinity (normalized) is 0.0847.